From a dataset of Full USPTO retrosynthesis dataset with 1.9M reactions from patents (1976-2016). Predict the reactants needed to synthesize the given product. Given the product [F:18][C:17]1[N:16]=[C:15]([NH:19][CH2:20][C:21]2[C:22]([O:28][CH3:29])=[N:23][CH:24]=[C:25]([F:27])[CH:26]=2)[CH:14]=[CH:13][C:12]=1[CH2:11][C:10]1[C:4]2[C:5](=[N:6][CH:7]=[C:2]([S:39]([CH3:38])(=[O:41])=[O:40])[CH:3]=2)[NH:8][CH:9]=1, predict the reactants needed to synthesize it. The reactants are: Br[C:2]1[CH:3]=[C:4]2[C:10]([CH2:11][C:12]3[CH:13]=[CH:14][C:15]([NH:19][CH2:20][C:21]4[C:22]([O:28][CH3:29])=[N:23][CH:24]=[C:25]([F:27])[CH:26]=4)=[N:16][C:17]=3[F:18])=[CH:9][NH:8][C:5]2=[N:6][CH:7]=1.N1CCC[C@H]1C(O)=O.[CH3:38][S:39]([O-:41])=[O:40].[Na+].[OH-].[Na+].